This data is from Catalyst prediction with 721,799 reactions and 888 catalyst types from USPTO. The task is: Predict which catalyst facilitates the given reaction. (1) Reactant: [NH2:1][C:2]1[N:7]=[C:6]([N:8]2[CH2:32][CH2:31][C:11]3([CH2:15][N:14]([C:16]([O:18][CH2:19][C:20]4[CH:25]=[CH:24][CH:23]=[CH:22][CH:21]=4)=[O:17])[C@H:13]([C:26]([O:28][CH2:29][CH3:30])=[O:27])[CH2:12]3)[CH2:10][CH2:9]2)[CH:5]=[C:4]([O:33][C@H:34]([C:39]2[CH:44]=[CH:43][C:42](Br)=[CH:41][C:40]=2[N:46]2[CH:50]=[CH:49][C:48]([CH3:51])=[N:47]2)[C:35]([F:38])([F:37])[F:36])[N:3]=1.CCN(CC)CC.CN([CH:62]=[O:63])C. Product: [NH2:1][C:2]1[N:7]=[C:6]([N:8]2[CH2:32][CH2:31][C:11]3([CH2:15][N:14]([C:16]([O:18][CH2:19][C:20]4[CH:25]=[CH:24][CH:23]=[CH:22][CH:21]=4)=[O:17])[C@H:13]([C:26]([O:28][CH2:29][CH3:30])=[O:27])[CH2:12]3)[CH2:10][CH2:9]2)[CH:5]=[C:4]([O:33][C@H:34]([C:39]2[CH:44]=[CH:43][C:42]([CH:62]=[O:63])=[CH:41][C:40]=2[N:46]2[CH:50]=[CH:49][C:48]([CH3:51])=[N:47]2)[C:35]([F:38])([F:37])[F:36])[N:3]=1. The catalyst class is: 235. (2) Reactant: C([C:3]1[CH:4]=[C:5]([CH:11]=[CH:12][C:13]=1F)[CH2:6]NC(N)=O)#N.[H-].[Na+].[CH2:17]([O:24]C1C=CC(CCl)=CC=1)[C:18]1[CH:23]=[CH:22][CH:21]=[CH:20][CH:19]=1. Product: [CH2:17]([O:24][CH2:6][C:5]1[CH:4]=[CH:3][CH:13]=[CH:12][CH:11]=1)[C:18]1[CH:23]=[CH:22][CH:21]=[CH:20][CH:19]=1. The catalyst class is: 3. (3) Reactant: Br[C:2]1[CH:7]=[CH:6][CH:5]=[C:4]([Br:8])[N:3]=1.[Li]CCCC.[Br:14][C:15]1[N:20]=[C:19]([CH:21]=[O:22])[CH:18]=[CH:17][CH:16]=1. Product: [Br:8][C:4]1[N:3]=[C:2]([CH:21]([C:19]2[CH:18]=[CH:17][CH:16]=[C:15]([Br:14])[N:20]=2)[OH:22])[CH:7]=[CH:6][CH:5]=1. The catalyst class is: 1. (4) Reactant: [C:1]([C:5]1[CH:15]=[C:14]([CH3:16])[C:8]([CH:9](O)[C:10]([OH:12])=[O:11])=[C:7]([CH3:17])[CH:6]=1)([CH3:4])([CH3:3])[CH3:2].Cl. Product: [C:1]([C:5]1[CH:6]=[C:7]([CH3:17])[C:8]([CH2:9][C:10]([OH:12])=[O:11])=[C:14]([CH3:16])[CH:15]=1)([CH3:4])([CH3:3])[CH3:2]. The catalyst class is: 15.